From a dataset of Forward reaction prediction with 1.9M reactions from USPTO patents (1976-2016). Predict the product of the given reaction. (1) Given the reactants [C:1]([NH:8]CC(O)=O)([O:3][C:4]([CH3:7])(C)C)=[O:2].Br[C:14]1[CH:23]=[CH:22][C:17](CCCN)=[CH:16][CH:15]=1.CCN(C(C)C)C(C)C.C([O-])(O)=[O:34].[Na+], predict the reaction product. The product is: [CH3:7][CH2:4][O:3][C:1]([CH3:14])=[O:2].[CH3:22][CH2:23][CH2:14][CH2:15][CH2:16][CH3:17].[NH4+:8].[OH-:34]. (2) Given the reactants [BH4-].[Li+].[Cl:3][C:4]1[CH:5]=[CH:6][C:7]([C:28](OC)=[O:29])=[C:8]2[C:12]=1[N:11]=[C:10]1[N:13]([C:17]3[CH:22]=[CH:21][C:20]([Cl:23])=[CH:19][C:18]=3[C:24]([F:27])([F:26])[F:25])[CH2:14][CH2:15][CH2:16][N:9]21, predict the reaction product. The product is: [Cl:3][C:4]1[C:12]2[N:11]=[C:10]3[N:13]([C:17]4[CH:22]=[CH:21][C:20]([Cl:23])=[CH:19][C:18]=4[C:24]([F:26])([F:25])[F:27])[CH2:14][CH2:15][CH2:16][N:9]3[C:8]=2[C:7]([CH2:28][OH:29])=[CH:6][CH:5]=1. (3) Given the reactants [Br:1][C:2]1[CH:7]=[CH:6][C:5]([NH:8][C:9]2[CH:14]=[CH:13][C:12]([CH3:15])=[CH:11][C:10]=2[N+:16]([O-])=O)=[CH:4][CH:3]=1.O.O.[Sn](Cl)Cl, predict the reaction product. The product is: [Br:1][C:2]1[CH:7]=[CH:6][C:5]([NH:8][C:9]2[C:10]([NH2:16])=[CH:11][C:12]([CH3:15])=[CH:13][CH:14]=2)=[CH:4][CH:3]=1. (4) Given the reactants [F:1][C:2]1[CH:3]=[C:4]([OH:8])[CH:5]=[CH:6][CH:7]=1.[Cl:9]CCl.Cl[C:13]([O:15][CH2:16][CH2:17]Cl)=[O:14], predict the reaction product. The product is: [C:13](=[O:14])([O:8][C:4]1[CH:5]=[CH:6][CH:7]=[C:2]([F:1])[CH:3]=1)[O:15][CH:16]([Cl:9])[CH3:17]. (5) Given the reactants [CH2:1]([N:8]([C@@H:13]([CH:15]1[CH2:18][CH2:17][CH2:16]1)[CH3:14])[C:9](=[O:12])[CH2:10]Br)[C:2]1[CH:7]=[CH:6][CH:5]=[CH:4][CH:3]=1.[N-:19]=[N+:20]=[N-:21].[Na+], predict the reaction product. The product is: [N:19]([CH2:10][C:9]([N:8]([CH2:1][C:2]1[CH:7]=[CH:6][CH:5]=[CH:4][CH:3]=1)[C@@H:13]([CH:15]1[CH2:18][CH2:17][CH2:16]1)[CH3:14])=[O:12])=[N+:20]=[N-:21]. (6) Given the reactants [C:1]([C:4]1[S:5]C=C[CH:8]=1)(=O)[CH3:2].[S:9]1[CH:13]=[CH:12][CH:11]=[C:10]1[C:14]([CH2:16][C:17]#[N:18])=[O:15].N1CCOCC1.[S], predict the reaction product. The product is: [NH2:18][C:17]1[S:5][C:4]([CH3:8])=[C:1]([CH3:2])[C:16]=1[C:14]([C:10]1[S:9][CH:13]=[CH:12][CH:11]=1)=[O:15].